Dataset: Catalyst prediction with 721,799 reactions and 888 catalyst types from USPTO. Task: Predict which catalyst facilitates the given reaction. (1) Reactant: Br[C:2]1[CH:7]=[CH:6][C:5]([Br:8])=[CH:4][N:3]=1.[C:9]([O:13][C:14]([N:16]1[CH2:21][CH2:20][CH:19]([CH2:22][NH2:23])[CH2:18][CH2:17]1)=[O:15])([CH3:12])([CH3:11])[CH3:10]. Product: [Br:8][C:5]1[CH:6]=[CH:7][C:2]([NH:23][CH2:22][CH:19]2[CH2:20][CH2:21][N:16]([C:14]([O:13][C:9]([CH3:12])([CH3:11])[CH3:10])=[O:15])[CH2:17][CH2:18]2)=[N:3][CH:4]=1. The catalyst class is: 17. (2) Reactant: C(O[C:6](=O)[N:7]([C:9]1[CH:10]=[N:11][C:12]([Cl:22])=[CH:13][C:14]=1[C:15]1[C:16]([CH3:21])=[N:17][CH:18]=[CH:19][CH:20]=1)C)(C)(C)C.FC(F)(F)C(O)=O.[OH-].[Na+]. Product: [Cl:22][C:12]1[N:11]=[CH:10][C:9]([NH:7][CH3:6])=[C:14]([C:15]2[C:16]([CH3:21])=[N:17][CH:18]=[CH:19][CH:20]=2)[CH:13]=1. The catalyst class is: 4. (3) Reactant: [NH:1]1[C:9]2[C:4](=[CH:5][CH:6]=[CH:7][CH:8]=2)[CH2:3][C:2]1=[O:10].[CH:11]([C:13]1[O:17][C:16]([C:18]2[CH:19]=[C:20]([NH:24][C:25](=[O:31])[O:26][C:27]([CH3:30])([CH3:29])[CH3:28])[CH:21]=[CH:22][CH:23]=2)=[CH:15][CH:14]=1)=O.N1CCCCC1. Product: [O:10]=[C:2]1[NH:1][C:9]2[C:4](/[C:3]/1=[CH:11]\[C:13]1[O:17][C:16]([C:18]3[CH:19]=[C:20]([NH:24][C:25](=[O:31])[O:26][C:27]([CH3:29])([CH3:28])[CH3:30])[CH:21]=[CH:22][CH:23]=3)=[CH:15][CH:14]=1)=[CH:5][CH:6]=[CH:7][CH:8]=2. The catalyst class is: 14. (4) Reactant: CC1(C)C(C)(C)OB([C:9]2[CH:23]=[CH:22][CH:21]=[CH:20][C:10]=2[CH2:11][P:12](=[O:19])([O:16][CH2:17][CH3:18])[O:13][CH2:14][CH3:15])O1.C(=O)([O-])[O-].[Na+].[Na+].Cl[C:32]1[N:37]=[C:36]([N:38]2[C:42]([C:43]([F:46])([F:45])[F:44])=[C:41]([C:47]([O:49][CH2:50][CH3:51])=[O:48])[CH:40]=[N:39]2)[CH:35]=[CH:34][CH:33]=1. Product: [CH2:17]([O:16][P:12]([CH2:11][C:10]1[CH:20]=[CH:21][CH:22]=[CH:23][C:9]=1[C:32]1[N:37]=[C:36]([N:38]2[C:42]([C:43]([F:45])([F:44])[F:46])=[C:41]([C:47]([O:49][CH2:50][CH3:51])=[O:48])[CH:40]=[N:39]2)[CH:35]=[CH:34][CH:33]=1)([O:13][CH2:14][CH3:15])=[O:19])[CH3:18]. The catalyst class is: 73. (5) The catalyst class is: 3. Reactant: [C:1]([CH:5]1[N:14]2[C:9](=[CH:10][C:11](=[O:20])[C:12]([C:15]([O:17][CH2:18][CH3:19])=[O:16])=[CH:13]2)[C:8]2[CH:21]=[C:22]([O:26][CH3:27])[C:23]([OH:25])=[CH:24][C:7]=2[CH2:6]1)([CH3:4])([CH3:3])[CH3:2].Cl.Cl[CH2:30][CH2:31][CH2:32][N:33]1[CH2:37][CH2:36][CH2:35][CH2:34]1.C([O-])([O-])=O.[K+].[K+]. Product: [C:1]([CH:5]1[N:14]2[C:9](=[CH:10][C:11](=[O:20])[C:12]([C:15]([O:17][CH2:18][CH3:19])=[O:16])=[CH:13]2)[C:8]2[CH:21]=[C:22]([O:26][CH3:27])[C:23]([O:25][CH2:30][CH2:31][CH2:32][N:33]3[CH2:37][CH2:36][CH2:35][CH2:34]3)=[CH:24][C:7]=2[CH2:6]1)([CH3:2])([CH3:3])[CH3:4]. (6) Reactant: [C:1]([O:5][CH:6]([C:11]1[C:16]([CH3:17])=[CH:15][CH:14]=[C:13]([O:18]CC2C=CC=CC=2)[C:12]=1[C:26]1[CH:27]=[CH:28][C:29]2[O:34][CH2:33][CH2:32][CH2:31][C:30]=2[CH:35]=1)[C:7]([O:9][CH3:10])=[O:8])([CH3:4])([CH3:3])[CH3:2]. Product: [C:1]([O:5][CH:6]([C:11]1[C:16]([CH3:17])=[CH:15][CH:14]=[C:13]([OH:18])[C:12]=1[C:26]1[CH:27]=[CH:28][C:29]2[O:34][CH2:33][CH2:32][CH2:31][C:30]=2[CH:35]=1)[C:7]([O:9][CH3:10])=[O:8])([CH3:4])([CH3:2])[CH3:3]. The catalyst class is: 153. (7) Reactant: [Br:1][C:2]1[CH:3]=[C:4]([C:8]2[C:9]3[N:10]([CH:18]=[CH:19][N:20]=3)[CH:11]=[C:12]([C:14]([O:16][CH3:17])=[O:15])[N:13]=2)[CH:5]=[CH:6][CH:7]=1.[I:21]N1C(=O)CCC1=O. Product: [Br:1][C:2]1[CH:3]=[C:4]([C:8]2[C:9]3[N:10]([C:18]([I:21])=[CH:19][N:20]=3)[CH:11]=[C:12]([C:14]([O:16][CH3:17])=[O:15])[N:13]=2)[CH:5]=[CH:6][CH:7]=1. The catalyst class is: 3. (8) Reactant: Cl[CH:2]([C:10]1[CH:15]=[CH:14][C:13]([F:16])=[CH:12][CH:11]=1)[CH:3]1[CH2:8][CH2:7][N:6]([CH3:9])[CH2:5][CH2:4]1.N1CCNCC1.C([O-])([O-])=[O:24].[K+].[K+]. Product: [F:16][C:13]1[CH:14]=[CH:15][C:10]([C:2]([CH:3]2[CH2:8][CH2:7][N:6]([CH3:9])[CH2:5][CH2:4]2)=[O:24])=[CH:11][CH:12]=1. The catalyst class is: 131.